This data is from Catalyst prediction with 721,799 reactions and 888 catalyst types from USPTO. The task is: Predict which catalyst facilitates the given reaction. (1) Reactant: [N:1]1([CH2:6][C:7]2[CH:12]=[CH:11][C:10]([CH2:13]O)=[CH:9][C:8]=2[F:15])[CH:5]=[CH:4][CH:3]=[N:2]1.[Cl:16][C:17]1[N:22]=[CH:21][N:20]=[C:19]2[NH:23][N:24]=[CH:25][C:18]=12.C1C=CC(P(C2C=CC=CC=2)C2C=CC=CC=2)=CC=1.N(/C(OC(C)C)=O)=N\C(OC(C)C)=O. Product: [N:1]1([CH2:6][C:7]2[CH:12]=[CH:11][C:10]([CH2:13][N:24]3[CH:25]=[C:18]4[C:19]([N:20]=[CH:21][N:22]=[C:17]4[Cl:16])=[N:23]3)=[CH:9][C:8]=2[F:15])[CH:5]=[CH:4][CH:3]=[N:2]1. The catalyst class is: 1. (2) Reactant: [Cl:1][C:2]1[CH:3]=[C:4]([CH:18]=[C:19]([Cl:21])[CH:20]=1)[O:5][C:6]1[CH:14]=[CH:13][C:9]([C:10]([NH2:12])=O)=[CH:8][C:7]=1[N+:15]([O-:17])=[O:16].C(N(C(C)C)C(C)C)C.O(S(C(F)(F)F)(=O)=O)S(C(F)(F)F)(=O)=O.O. Product: [C:10]([C:9]1[CH:13]=[CH:14][C:6]([O:5][C:4]2[CH:18]=[C:19]([Cl:21])[CH:20]=[C:2]([Cl:1])[CH:3]=2)=[C:7]([N+:15]([O-:17])=[O:16])[CH:8]=1)#[N:12]. The catalyst class is: 2.